From a dataset of Full USPTO retrosynthesis dataset with 1.9M reactions from patents (1976-2016). Predict the reactants needed to synthesize the given product. The reactants are: [NH2:1][C:2]1[S:3][C:4]2[CH:10]=[C:9]([O:11][C:12]3[CH:13]=[C:14]([NH:19][C:20](=[O:32])[C:21]4[CH:26]=[CH:25][CH:24]=[C:23]([C:27]([C:30]#[N:31])([CH3:29])[CH3:28])[CH:22]=4)[CH:15]=[CH:16][C:17]=3[CH3:18])[CH:8]=[CH:7][C:5]=2[N:6]=1.[CH:33]1([C:36](Cl)=[O:37])[CH2:35][CH2:34]1. Given the product [C:30]([C:27]([C:23]1[CH:22]=[C:21]([CH:26]=[CH:25][CH:24]=1)[C:20]([NH:19][C:14]1[CH:15]=[CH:16][C:17]([CH3:18])=[C:12]([O:11][C:9]2[CH:8]=[CH:7][C:5]3[N:6]=[C:2]([NH:1][C:36]([CH:33]4[CH2:35][CH2:34]4)=[O:37])[S:3][C:4]=3[CH:10]=2)[CH:13]=1)=[O:32])([CH3:29])[CH3:28])#[N:31], predict the reactants needed to synthesize it.